This data is from Forward reaction prediction with 1.9M reactions from USPTO patents (1976-2016). The task is: Predict the product of the given reaction. (1) The product is: [CH3:34][O:33][C:30]1[CH:29]=[CH:28][C:27]([CH2:26][N:17]2[CH:18]([C:22]([F:24])([F:23])[F:25])[CH2:19][CH2:20][CH2:21][CH:16]2[C:14]2[CH:15]=[C:10]([CH:5]([CH2:6][CH:7]([CH3:8])[CH3:9])[C:4]([OH:45])=[O:3])[CH:11]=[C:12]([C:35]3[CH:40]=[CH:39][C:38]([C:41]([F:43])([F:44])[F:42])=[CH:37][CH:36]=3)[CH:13]=2)=[CH:32][CH:31]=1. Given the reactants C([O:3][C:4](=[O:45])[CH:5]([C:10]1[CH:11]=[C:12]([C:35]2[CH:40]=[CH:39][C:38]([C:41]([F:44])([F:43])[F:42])=[CH:37][CH:36]=2)[CH:13]=[C:14]([CH:16]2[CH2:21][CH2:20][CH2:19][CH:18]([C:22]([F:25])([F:24])[F:23])[N:17]2[CH2:26][C:27]2[CH:32]=[CH:31][C:30]([O:33][CH3:34])=[CH:29][CH:28]=2)[CH:15]=1)[CH2:6][CH:7]([CH3:9])[CH3:8])C.[OH-].[K+], predict the reaction product. (2) The product is: [F:39][C:33]1[CH:34]=[C:35]([F:38])[CH:36]=[CH:37][C:32]=1/[CH:31]=[CH:30]/[C:27]1[O:28][CH:29]=[C:25]([CH2:24][O:20][C:17]2[CH:18]=[CH:19][C:14]([CH2:13][CH2:12][CH2:11][CH2:10][N:6]3[CH:7]=[CH:8][N:9]=[C:5]3[CH2:4][CH2:3][S:2][CH3:1])=[CH:15][CH:16]=2)[N:26]=1. Given the reactants [CH3:1][S:2][CH2:3][CH2:4][C:5]1[N:6]([CH2:10][CH2:11][CH2:12][CH2:13][C:14]2[CH:19]=[CH:18][C:17]([OH:20])=[CH:16][CH:15]=2)[CH:7]=[CH:8][N:9]=1.[H-].[Na+].Cl[CH2:24][C:25]1[N:26]=[C:27](/[CH:30]=[CH:31]/[C:32]2[CH:37]=[CH:36][C:35]([F:38])=[CH:34][C:33]=2[F:39])[O:28][CH:29]=1, predict the reaction product. (3) Given the reactants Cl.[F:2][C:3]1[CH:4]=[N:5][C:6]([C@@H:9]([NH2:11])[CH3:10])=[N:7][CH:8]=1.CCN(C(C)C)C(C)C.Cl[C:22]1[N:23]=[C:24]([NH:41][C:42]2[N:43]=[CH:44][N:45]([CH3:47])[CH:46]=2)[C:25]2[CH:30]=[CH:29][N:28]([S:31]([C:34]3[CH:39]=[CH:38][C:37]([CH3:40])=[CH:36][CH:35]=3)(=[O:33])=[O:32])[C:26]=2[N:27]=1, predict the reaction product. The product is: [F:2][C:3]1[CH:4]=[N:5][C:6]([C@@H:9]([NH:11][C:22]2[N:23]=[C:24]([NH:41][C:42]3[N:43]=[CH:44][N:45]([CH3:47])[CH:46]=3)[C:25]3[CH:30]=[CH:29][N:28]([S:31]([C:34]4[CH:39]=[CH:38][C:37]([CH3:40])=[CH:36][CH:35]=4)(=[O:33])=[O:32])[C:26]=3[N:27]=2)[CH3:10])=[N:7][CH:8]=1. (4) Given the reactants [CH:1]1([N:4]([CH2:30][C:31]2[CH:36]=[C:35]([CH2:37][CH2:38][CH2:39][O:40][CH3:41])[CH:34]=[C:33]([O:42][CH2:43][CH2:44][O:45][CH3:46])[CH:32]=2)[C:5]([C@@H:7]2[C@:12]([C:15]3[CH:20]=[CH:19][C:18]([F:21])=[C:17]([F:22])[CH:16]=3)([O:13][CH3:14])[CH2:11][CH2:10][N:9](C(OC(C)(C)C)=O)[CH2:8]2)=[O:6])[CH2:3][CH2:2]1.Cl, predict the reaction product. The product is: [CH:1]1([N:4]([CH2:30][C:31]2[CH:36]=[C:35]([CH2:37][CH2:38][CH2:39][O:40][CH3:41])[CH:34]=[C:33]([O:42][CH2:43][CH2:44][O:45][CH3:46])[CH:32]=2)[C:5]([C@@H:7]2[C@:12]([C:15]3[CH:20]=[CH:19][C:18]([F:21])=[C:17]([F:22])[CH:16]=3)([O:13][CH3:14])[CH2:11][CH2:10][NH:9][CH2:8]2)=[O:6])[CH2:2][CH2:3]1. (5) Given the reactants [F:1][C:2]1[CH:3]=[C:4]([C@@:9]2([OH:24])[CH2:14][CH2:13][N:12]([C:15]([O:17][C:18]([CH3:21])([CH3:20])[CH3:19])=[O:16])[CH2:11][C@@H:10]2[CH:22]=O)[CH:5]=[CH:6][C:7]=1[F:8].C(=O)([O-])[O-].[Na+].[Na+].Cl.[NH2:32][OH:33], predict the reaction product. The product is: [F:1][C:2]1[CH:3]=[C:4]([C@@:9]2([OH:24])[CH2:14][CH2:13][N:12]([C:15]([O:17][C:18]([CH3:21])([CH3:20])[CH3:19])=[O:16])[CH2:11][C@@H:10]2[CH:22]=[N:32][OH:33])[CH:5]=[CH:6][C:7]=1[F:8]. (6) Given the reactants [Br:1][C:2]1[CH:3]=[C:4]2[C:9](=[CH:10][CH:11]=1)[C:8](Cl)=[N:7][CH:6]=[CH:5]2.[CH3:13][C:14]1[CH:19]=[C:18]([C:20]2[N:25]=[CH:24][C:23]([CH2:26][NH2:27])=[CH:22][CH:21]=2)[CH:17]=[CH:16][N:15]=1, predict the reaction product. The product is: [Br:1][C:2]1[CH:3]=[C:4]2[C:9](=[CH:10][CH:11]=1)[C:8]([NH:27][CH2:26][C:23]1[CH:24]=[N:25][C:20]([C:18]3[CH:17]=[CH:16][N:15]=[C:14]([CH3:13])[CH:19]=3)=[CH:21][CH:22]=1)=[N:7][CH:6]=[CH:5]2. (7) Given the reactants [Cl:1][C:2]1[CH:7]=[CH:6][C:5]([C:8]2[C:9]([O:17][CH2:18][C:19]([F:22])([F:21])[F:20])=[N:10][CH:11]=[C:12]([CH:16]=2)[C:13]([OH:15])=O)=[CH:4][C:3]=1[CH3:23].[CH:24]1([C:27]2[S:28][CH:29]=[C:30]([CH2:32][NH2:33])[N:31]=2)[CH2:26][CH2:25]1, predict the reaction product. The product is: [Cl:1][C:2]1[CH:7]=[CH:6][C:5]([C:8]2[C:9]([O:17][CH2:18][C:19]([F:22])([F:20])[F:21])=[N:10][CH:11]=[C:12]([CH:16]=2)[C:13]([NH:33][CH2:32][C:30]2[N:31]=[C:27]([CH:24]3[CH2:26][CH2:25]3)[S:28][CH:29]=2)=[O:15])=[CH:4][C:3]=1[CH3:23]. (8) Given the reactants [F:1][C:2]([F:16])([F:15])[C:3]1[C:4]2[O:14][CH2:13][O:12][C:5]=2[CH:6]=[C:7]([CH:11]=1)[C:8]([OH:10])=O.[CH2:17]([NH2:21])[CH:18]([CH3:20])[CH3:19].C(N(CC)CC)C.CN(C(ON1N=NC2C=CC=CC1=2)=[N+](C)C)C.F[P-](F)(F)(F)(F)F, predict the reaction product. The product is: [CH2:17]([NH:21][C:8](=[O:10])[C:7]1[CH:11]=[C:3]([C:2]([F:1])([F:16])[F:15])[C:4]2[O:14][CH2:13][O:12][C:5]=2[CH:6]=1)[CH:18]([CH3:20])[CH3:19].